Dataset: Peptide-MHC class II binding affinity with 134,281 pairs from IEDB. Task: Regression. Given a peptide amino acid sequence and an MHC pseudo amino acid sequence, predict their binding affinity value. This is MHC class II binding data. (1) The peptide sequence is GEPIRFLLSYGEKDF. The MHC is DRB3_0202 with pseudo-sequence DRB3_0202. The binding affinity (normalized) is 0.348. (2) The peptide sequence is LGFSSEVLKLKDEVR. The MHC is DRB1_0901 with pseudo-sequence DRB1_0901. The binding affinity (normalized) is 0.438. (3) The peptide sequence is AMFVEDIAMGYVVSS. The MHC is DRB1_1501 with pseudo-sequence DRB1_1501. The binding affinity (normalized) is 0.177. (4) The peptide sequence is YDKFLANVSGVLTGK. The MHC is DRB1_0404 with pseudo-sequence DRB1_0404. The binding affinity (normalized) is 0.601.